From a dataset of Full USPTO retrosynthesis dataset with 1.9M reactions from patents (1976-2016). Predict the reactants needed to synthesize the given product. (1) Given the product [F:1][C:2]1[CH:30]=[CH:29][C:5]([CH2:6][NH:7][C:8](=[O:28])[C:9]2[CH:14]=[CH:13][C:12]([S:15]([N:18]3[C:26]4[C:21](=[CH:22][CH:23]=[CH:24][CH:25]=4)[C:20]([C:5]4[C:6]([F:31])=[N:7][CH:8]=[CH:37][CH:38]=4)=[CH:19]3)(=[O:17])=[O:16])=[CH:11][CH:10]=2)=[CH:4][CH:3]=1, predict the reactants needed to synthesize it. The reactants are: [F:1][C:2]1[CH:30]=[CH:29][C:5]([CH2:6][NH:7][C:8](=[O:28])[C:9]2[CH:14]=[CH:13][C:12]([S:15]([N:18]3[C:26]4[C:21](=[CH:22][CH:23]=[CH:24][CH:25]=4)[C:20](I)=[CH:19]3)(=[O:17])=[O:16])=[CH:11][CH:10]=2)=[CH:4][CH:3]=1.[F-:31].[Cs+].O1[CH2:38][CH2:37]OCC1. (2) Given the product [F:15][C:16]1[CH:17]=[C:18]([CH:22]=[C:23]([F:29])[C:24]=1[O:25][CH2:26][C:27]#[CH:28])[C:19]([N:7]1[CH:6]2[CH:1]1[CH2:2][CH2:3][CH2:4][CH2:5]2)=[O:20], predict the reactants needed to synthesize it. The reactants are: [CH:1]12[NH:7][CH:6]1[CH2:5][CH2:4][CH2:3][CH2:2]2.C(N(CC)CC)C.[F:15][C:16]1[CH:17]=[C:18]([CH:22]=[C:23]([F:29])[C:24]=1[O:25][CH2:26][C:27]#[CH:28])[C:19](Cl)=[O:20].